From a dataset of Reaction yield outcomes from USPTO patents with 853,638 reactions. Predict the reaction yield, written as a fraction of the theoretical maximum amount of product (1.0 means a 100% yield; for example, 0.34 means a 34% yield). (1) The reactants are [B:10]1([B:10]2[O:14][C:13]([CH3:16])([CH3:15])[C:12]([CH3:18])([CH3:17])[O:11]2)[O:14][C:13]([CH3:16])([CH3:15])[C:12]([CH3:18])([CH3:17])[O:11]1.Br[C:20]1[CH:25]=[C:24]([O:26][CH3:27])[C:23]([CH:28]([F:30])[F:29])=[CH:22][C:21]=1[O:31][CH3:32].C([O-])(=O)C.[K+]. The catalyst is CN(C=O)C.CCOCC.C1C=CC(P(C2C=CC=CC=2)[C-]2C=CC=C2)=CC=1.C1C=CC(P(C2C=CC=CC=2)[C-]2C=CC=C2)=CC=1.Cl[Pd]Cl.[Fe+2].C(Cl)Cl. The product is [F:29][CH:28]([F:30])[C:23]1[C:24]([O:26][CH3:27])=[CH:25][C:20]([B:10]2[O:11][C:12]([CH3:17])([CH3:18])[C:13]([CH3:15])([CH3:16])[O:14]2)=[C:21]([O:31][CH3:32])[CH:22]=1. The yield is 0.890. (2) The reactants are [CH2:1]([OH:11])[C:2]1[CH:10]=[CH:9][C:7]([OH:8])=[C:4]([O:5][CH3:6])[CH:3]=1.[CH2:12](Br)[CH:13]=[CH2:14].C(=O)([O-])[O-].[K+].[K+].C1(O)C=CC=CC=1. The catalyst is CC(C)=O.C(Cl)Cl.CCOC(C)=O.O. The product is [CH3:6][O:5][C:4]1[CH:3]=[C:2]([CH2:1][OH:11])[CH:10]=[CH:9][C:7]=1[O:8][CH2:14][CH:13]=[CH2:12]. The yield is 0.930. (3) The reactants are [CH3:1][C:2]1[CH:7]=[CH:6][C:5]([C:8]2[CH:13]=[C:12]([N+:14]([O-:16])=[O:15])[CH:11]=[C:10]([C:17]([OH:19])=[O:18])[CH:9]=2)=[CH:4][CH:3]=1.O=S(Cl)Cl.[CH3:24]O. No catalyst specified. The product is [CH3:24][O:18][C:17]([C:10]1[CH:9]=[C:8]([C:5]2[CH:6]=[CH:7][C:2]([CH3:1])=[CH:3][CH:4]=2)[CH:13]=[C:12]([N+:14]([O-:16])=[O:15])[CH:11]=1)=[O:19]. The yield is 0.920. (4) The reactants are [OH-].[NH4+:2].[CH2:3]([N:7]([CH2:10][CH3:11])[CH2:8][CH3:9])[CH:4]1[O:6][CH2:5]1. No catalyst specified. The product is [NH2:2][CH2:5][CH:4]([OH:6])[CH2:3][N:7]([CH2:10][CH3:11])[CH2:8][CH3:9]. The yield is 0.920.